Dataset: Full USPTO retrosynthesis dataset with 1.9M reactions from patents (1976-2016). Task: Predict the reactants needed to synthesize the given product. (1) Given the product [N+:1]([C:4]1[CH:12]=[CH:11][C:10]([O:13][C:14]([F:17])([F:16])[F:15])=[CH:9][C:5]=1[C:6]([NH:49][CH2:48][C:47]([O:46][CH3:45])=[O:50])=[O:8])([O-:3])=[O:2], predict the reactants needed to synthesize it. The reactants are: [N+:1]([C:4]1[CH:12]=[CH:11][C:10]([O:13][C:14]([F:17])([F:16])[F:15])=[CH:9][C:5]=1[C:6]([OH:8])=O)([O-:3])=[O:2].O.ON1C2C=CC=CC=2N=N1.C1(N=C=NC2CCCCC2)CCCCC1.Cl.[CH3:45][O:46][C:47](=[O:50])[CH2:48][NH2:49].C(=O)([O-])[O-].[K+].[K+]. (2) Given the product [Cl:19][C:9]1[N:10]=[CH:11][C:2]([F:1])=[C:3]2[C:8]=1[N:7]=[CH:6][C:5]([O:15][CH3:16])=[CH:4]2, predict the reactants needed to synthesize it. The reactants are: [F:1][CH:2]1[CH:11](OC)[NH:10][C:9](=O)[C:8]2[N:7]=[CH:6][C:5]([O:15][CH3:16])=[CH:4][C:3]1=2.P(Cl)(Cl)([Cl:19])=O. (3) Given the product [CH2:8]([O:22][C:20]([C:17]1([OH:16])[CH2:19][CH2:18]1)=[O:21])[C:9]1[CH:14]=[CH:13][CH:12]=[CH:11][CH:10]=1, predict the reactants needed to synthesize it. The reactants are: C(N(CC)CC)C.[CH2:8](Br)[C:9]1[CH:14]=[CH:13][CH:12]=[CH:11][CH:10]=1.[OH:16][C:17]1([C:20]([OH:22])=[O:21])[CH2:19][CH2:18]1.Cl. (4) Given the product [CH2:1]([O:3][C:4]([C:6]1[CH:7]=[C:8]2[C:13](=[CH:14][CH:15]=1)[NH:12][CH:11]([C:16]1[CH:21]=[CH:20][CH:19]=[C:18]([N:43]3[CH2:44][CH2:45][N:40]([C:34]4[CH:35]=[CH:36][C:37]([CH3:39])=[CH:38][C:33]=4[CH3:32])[CH2:41][CH2:42]3)[CH:17]=1)[C:10]([CH3:24])([CH3:23])[CH2:9]2)=[O:5])[CH3:2], predict the reactants needed to synthesize it. The reactants are: [CH2:1]([O:3][C:4]([C:6]1[CH:7]=[C:8]2[C:13](=[CH:14][CH:15]=1)[NH:12][CH:11]([C:16]1[CH:21]=[CH:20][CH:19]=[C:18](Br)[CH:17]=1)[C:10]([CH3:24])([CH3:23])[CH2:9]2)=[O:5])[CH3:2].C(=O)([O-])[O-].[Cs+].[Cs+].Cl.[CH3:32][C:33]1[CH:38]=[C:37]([CH3:39])[CH:36]=[CH:35][C:34]=1[N:40]1[CH2:45][CH2:44][NH:43][CH2:42][CH2:41]1. (5) Given the product [N:1]([C:4](=[CH:15][C:14]1[CH:17]=[CH:18][CH:19]=[C:12]([Si:11]([CH3:10])([CH3:21])[CH3:20])[CH:13]=1)[C:5]([O:7][CH2:8][CH3:9])=[O:6])=[N+:2]=[N-:3], predict the reactants needed to synthesize it. The reactants are: [N:1]([CH2:4][C:5]([O:7][CH2:8][CH3:9])=[O:6])=[N+:2]=[N-:3].[CH3:10][Si:11]([CH3:21])([CH3:20])[C:12]1[CH:13]=[C:14]([CH:17]=[CH:18][CH:19]=1)[CH:15]=O.[Na].[NH4+].[Cl-]. (6) The reactants are: [CH:1]1([C:4]2[CH:5]=[CH:6][C:7]([C:17]([OH:19])=O)=[N:8][C:9]=2[O:10][CH2:11][CH:12]2[CH2:16][CH2:15][CH2:14][O:13]2)[CH2:3][CH2:2]1.[CH3:20][C:21]1([CH3:27])[CH2:26][CH2:25][NH:24][CH2:23][CH2:22]1.CN(C(ON1N=NC2C=CC=CC1=2)=[N+](C)C)C.[B-](F)(F)(F)F.CCN(C(C)C)C(C)C. Given the product [CH:1]1([C:4]2[CH:5]=[CH:6][C:7]([C:17]([N:24]3[CH2:25][CH2:26][C:21]([CH3:27])([CH3:20])[CH2:22][CH2:23]3)=[O:19])=[N:8][C:9]=2[O:10][CH2:11][CH:12]2[CH2:16][CH2:15][CH2:14][O:13]2)[CH2:2][CH2:3]1, predict the reactants needed to synthesize it. (7) Given the product [CH:32]([NH:35][C:7]([C:6]1[C:11]([NH:10][C:9]([C:12]2[N:13]([C:21]3[C:26]([Cl:27])=[CH:25][CH:24]=[CH:23][N:22]=3)[N:14]=[C:15]([C:17]([F:19])([F:20])[F:18])[CH:16]=2)=[O:8])=[C:2]([Cl:1])[C:3]2[N:31]=[CH:30][NH:29][C:4]=2[CH:5]=1)=[O:28])([CH3:34])[CH3:33], predict the reactants needed to synthesize it. The reactants are: [Cl:1][C:2]1[C:11]2[N:10]=[C:9]([C:12]3[N:13]([C:21]4[C:26]([Cl:27])=[CH:25][CH:24]=[CH:23][N:22]=4)[N:14]=[C:15]([C:17]([F:20])([F:19])[F:18])[CH:16]=3)[O:8][C:7](=[O:28])[C:6]=2[CH:5]=[C:4]2[NH:29][CH:30]=[N:31][C:3]=12.[CH:32]([NH2:35])([CH3:34])[CH3:33].